This data is from Forward reaction prediction with 1.9M reactions from USPTO patents (1976-2016). The task is: Predict the product of the given reaction. (1) Given the reactants [CH:1]1([CH:6]=[C:7]([C:13]2[CH:18]=[CH:17][C:16]([S:19]([CH:22]3[CH2:24][CH2:23]3)(=[O:21])=[O:20])=[CH:15][CH:14]=2)[C:8]([O:10][CH2:11][CH3:12])=[O:9])[CH2:5][CH2:4][CH2:3][CH2:2]1, predict the reaction product. The product is: [CH:1]1([CH2:6][CH:7]([C:13]2[CH:18]=[CH:17][C:16]([S:19]([CH:22]3[CH2:24][CH2:23]3)(=[O:20])=[O:21])=[CH:15][CH:14]=2)[C:8]([O:10][CH2:11][CH3:12])=[O:9])[CH2:2][CH2:3][CH2:4][CH2:5]1. (2) Given the reactants [CH:1]([C:4]1[CH:9]=[CH:8][C:7]([CH:10]2[C:14]3[CH:15]=[CH:16][C:17]([CH3:20])=[C:18]([CH3:19])[C:13]=3[O:12][C:11]2=[O:21])=[CH:6][CH:5]=1)([CH3:3])[CH3:2], predict the reaction product. The product is: [OH:21][CH2:11][CH:10]([C:14]1[C:13]([OH:12])=[C:18]([CH3:19])[C:17]([CH3:20])=[CH:16][CH:15]=1)[C:7]1[CH:6]=[CH:5][C:4]([CH:1]([CH3:3])[CH3:2])=[CH:9][CH:8]=1. (3) Given the reactants [CH2:1]([N:3]([CH2:33][CH3:34])[CH2:4]/[CH:5]=[CH:6]\[C:7]1[CH:12]=[C:11]([F:13])[CH:10]=[CH:9][C:8]=1[S:14]([NH:17][C:18]1[C:27]([C:28]([O:30]C)=[O:29])=[C:26]2[C:21]([CH:22]3[CH2:32][CH:23]3[CH2:24][O:25]2)=[CH:20][CH:19]=1)(=[O:16])=[O:15])[CH3:2].O.[OH-].[Li+].C(O)=O.C(O)C, predict the reaction product. The product is: [CH2:33]([N:3]([CH2:1][CH3:2])[CH2:4]/[CH:5]=[CH:6]\[C:7]1[CH:12]=[C:11]([F:13])[CH:10]=[CH:9][C:8]=1[S:14]([NH:17][C:18]1[C:27]([C:28]([OH:30])=[O:29])=[C:26]2[C:21]([CH:22]3[CH2:32][CH:23]3[CH2:24][O:25]2)=[CH:20][CH:19]=1)(=[O:15])=[O:16])[CH3:34].